This data is from Forward reaction prediction with 1.9M reactions from USPTO patents (1976-2016). The task is: Predict the product of the given reaction. (1) Given the reactants [C:1]([C:4]1[S:8][C:7]([N:9]2[CH2:13][CH2:12][N:11]([CH2:14][C:15]3[CH:20]=[CH:19][C:18]([C:21]([F:24])([F:23])[F:22])=[CH:17][CH:16]=3)[C:10]2=[O:25])=[N:6][C:5]=1[CH3:26])(=[O:3])[CH3:2].CO[CH:29](OC)[N:30]([CH3:32])[CH3:31], predict the reaction product. The product is: [CH3:29][N:30]([CH3:32])/[CH:31]=[CH:2]/[C:1]([C:4]1[S:8][C:7]([N:9]2[CH2:13][CH2:12][N:11]([CH2:14][C:15]3[CH:20]=[CH:19][C:18]([C:21]([F:22])([F:24])[F:23])=[CH:17][CH:16]=3)[C:10]2=[O:25])=[N:6][C:5]=1[CH3:26])=[O:3]. (2) Given the reactants [H-].[Na+].[Br:3][C:4]1[CH:5]=[N:6][C:7]([NH2:10])=[N:8][CH:9]=1.[CH:11]1([N:17]=[C:18]=[O:19])[CH2:16][CH2:15][CH2:14][CH2:13][CH2:12]1, predict the reaction product. The product is: [Br:3][C:4]1[CH:5]=[N:6][C:7]([NH:10][C:18]([NH:17][CH:11]2[CH2:16][CH2:15][CH2:14][CH2:13][CH2:12]2)=[O:19])=[N:8][CH:9]=1. (3) Given the reactants [CH3:1][C:2]([CH3:10])([C:5](=O)[CH2:6][C:7]#[N:8])[C:3]#[N:4].S(O)(O)(=O)=O.NO.C(C1C=C(N)[O:23][N:22]=1)(C)C, predict the reaction product. The product is: [NH2:8][C:7]1[O:23][N:22]=[C:5]([C:2]([CH3:10])([CH3:1])[C:3]#[N:4])[CH:6]=1. (4) Given the reactants Br[C:2]1[CH:7]=[CH:6][N:5]=[C:4]([Cl:8])[CH:3]=1.C[Si](C)(C)[C:11]#[C:12][CH3:13].[F-].C([N+](CCCC)(CCCC)CCCC)CCC, predict the reaction product. The product is: [Cl:8][C:4]1[CH:3]=[C:2]([C:11]#[C:12][CH3:13])[CH:7]=[CH:6][N:5]=1.